The task is: Predict the product of the given reaction.. This data is from Forward reaction prediction with 1.9M reactions from USPTO patents (1976-2016). (1) Given the reactants Cl.Cl.[CH3:3][NH:4][CH:5]1[CH2:10][CH2:9][N:8]([C:11]([NH:13][C:14]2[CH:19]=[N:18][CH:17]=[CH:16][N:15]=2)=[O:12])[CH2:7][CH2:6]1.Cl[C:21]1[S:25][N:24]=[C:23]([C:26]2[CH:31]=[CH:30][CH:29]=[CH:28][CH:27]=2)[N:22]=1, predict the reaction product. The product is: [CH3:3][N:4]([C:21]1[S:25][N:24]=[C:23]([C:26]2[CH:31]=[CH:30][CH:29]=[CH:28][CH:27]=2)[N:22]=1)[CH:5]1[CH2:10][CH2:9][N:8]([C:11]([NH:13][C:14]2[CH:19]=[N:18][CH:17]=[CH:16][N:15]=2)=[O:12])[CH2:7][CH2:6]1. (2) Given the reactants C(OC(=O)[NH:7][CH2:8][CH2:9][NH:10][C:11]1[N:20]=[C:19]([N:21]([C:23]2[CH:28]=[CH:27][C:26]([O:29][CH3:30])=[C:25]([O:31][CH3:32])[CH:24]=2)[CH3:22])[C:18]2[C:13](=[CH:14][CH:15]=[CH:16][CH:17]=2)[N:12]=1)(C)(C)C, predict the reaction product. The product is: [NH2:7][CH2:8][CH2:9][NH:10][C:11]1[N:20]=[C:19]([N:21]([C:23]2[CH:28]=[CH:27][C:26]([O:29][CH3:30])=[C:25]([O:31][CH3:32])[CH:24]=2)[CH3:22])[C:18]2[C:13](=[CH:14][CH:15]=[CH:16][CH:17]=2)[N:12]=1. (3) The product is: [Cl:30][C:19]1[C:18]2[C:23](=[CH:24][CH:25]=[C:16]([C:8]([C:4]3[CH:5]=[CH:6][CH:7]=[C:2]([Cl:1])[CH:3]=3)([C:10]3[CH:11]=[N:12][CH:13]=[CH:14][CH:15]=3)[OH:9])[CH:17]=2)[N:22]=[C:21]([C:35]2[CH:36]=[N:31][CH:32]=[N:33][CH:34]=2)[C:20]=1[CH:27]([CH3:29])[CH3:28]. Given the reactants [Cl:1][C:2]1[CH:3]=[C:4]([C:8]([C:16]2[CH:17]=[C:18]3[C:23](=[CH:24][CH:25]=2)[N:22]=[C:21](Cl)[C:20]([CH:27]([CH3:29])[CH3:28])=[C:19]3[Cl:30])([C:10]2[CH:11]=[N:12][CH:13]=[CH:14][CH:15]=2)[OH:9])[CH:5]=[CH:6][CH:7]=1.[N:31]1[CH:36]=[C:35](B(O)O)[CH:34]=[N:33][CH:32]=1.C([O-])([O-])=O.[K+].[K+], predict the reaction product. (4) Given the reactants CO.C([O:10][CH2:11][CH2:12][S:13]([C:16]1[CH:17]=[C:18]2[C:22](=[CH:23][CH:24]=1)[N:21]([C:25]1[N:30]=[CH:29][N:28]=[C:27]([O:31][CH:32]3[CH2:37][CH2:36][N:35]([C:38]([O:40][C:41]([CH3:44])([CH3:43])[CH3:42])=[O:39])[CH2:34][CH2:33]3)[CH:26]=1)[CH2:20][CH2:19]2)(=[O:15])=[O:14])C1C=CC=CC=1.[H][H], predict the reaction product. The product is: [OH:10][CH2:11][CH2:12][S:13]([C:16]1[CH:17]=[C:18]2[C:22](=[CH:23][CH:24]=1)[N:21]([C:25]1[N:30]=[CH:29][N:28]=[C:27]([O:31][CH:32]3[CH2:37][CH2:36][N:35]([C:38]([O:40][C:41]([CH3:44])([CH3:43])[CH3:42])=[O:39])[CH2:34][CH2:33]3)[CH:26]=1)[CH2:20][CH2:19]2)(=[O:14])=[O:15]. (5) Given the reactants [C:1]([NH:4][C:5]1[CH:10]=[CH:9][C:8]([OH:11])=[CH:7][CH:6]=1)(=[O:3])[CH3:2].Cl[CH2:13][C:14]([CH3:16])=[CH2:15].C(=O)([O-])[O-].[K+].[K+], predict the reaction product. The product is: [CH3:15][C:14](=[CH2:13])[CH2:16][O:11][C:8]1[CH:9]=[CH:10][C:5]([NH:4][C:1](=[O:3])[CH3:2])=[CH:6][CH:7]=1.